Dataset: Experimentally validated miRNA-target interactions with 360,000+ pairs, plus equal number of negative samples. Task: Binary Classification. Given a miRNA mature sequence and a target amino acid sequence, predict their likelihood of interaction. (1) The protein sequence of the target gene is MLLAPQGRSFSKKRMGLNRWKRFTRKPSPKPTFGPDSVEHWIKRVEKASEFAVSNAFFTRNSDLPRSPWGQITDLKTSEQIEDHDEIYAEAQELVNDWLDTKLKQELASEEEGDAKNTVSSVTIMPEANGHLKYDKFDDLCGYLEEEEESTTVQKFIDHLLHKNVVDSAMMEDLGRKENQDKKQQKDPRLTMEMRHKQVKENRLRREKELEYQRIEKTLKKSAFLEAQCLVQEEKKRKALEAKKEEEEIQREMVKLRREIIERRRTVKAAWKIEKKRQEENSQNSSEKVMFQSTHILPDE.... Result: 0 (no interaction). The miRNA is cel-miR-791-3p with sequence UUUGGCACUCCGCAGAUAAGGCAA. (2) The miRNA is hsa-miR-4257 with sequence CCAGAGGUGGGGACUGAG. The protein sequence of the target gene is MALPFQKELEKYKNIDEDELLGKLSEEELKQLENVLDDLDPESAMLPAGFRQKDQTQKAATGPFDREHLLMYLEKEALEQKDREDFVPFTGEKKGRVFIPKEKPIETRKEEKVTLDPELEEALASASDTELYDLAAVLGVHNLLNNPKFDEETANNKGGKGPVRNVVKGEKVKPVFEEPPNPTNVEISLQQMKANDPSLQEVNLNNIKNIPIPTLREFAKALETNTHVKKFSLAATRSNDPVAIAFADMLKVNKTLTSLNIESNFITGTGILALVEALKENDTLTEIKIDNQRQQLGTAV.... Result: 1 (interaction). (3) The protein sequence of the target gene is MRPLPGAPGVAAAAALLLLLLPRARSDEHEHTYQDKEEVVLWMNTVGPYHNRQETYKYFSLPFCVGSKKSISHYHETLGEALQGVELEFSGLDIKFKDDVMPGTYCEIDLDKEKRDAFVYAIKNHYWYQMYIDDLPIWGIVGEADENGEDYYLWTYKKLEIGFNGNRIVDVNLTSEGKVKLVPNTKIQMSYSVKWKKSDVKFEDRFDKYLDPSFFQHRIHWFSIFNSFMMVIFLVGLVSMILMRTLRKDYARYSKEEEMDDMDRDLGDEYGWKQVHGDVFRPSSHPLIFSSLIGSGCQIF.... The miRNA is hsa-miR-3689d with sequence GGGAGGUGUGAUCUCACACUCG. Result: 0 (no interaction). (4) The miRNA is hsa-miR-4708-5p with sequence AGAGAUGCCGCCUUGCUCCUU. The protein sequence of the target gene is MPASWTSPQKSSALAPEDHGSSYEGSVSFRDVAIDFSREEWRHLDLSQRNLYRDVMLETYSHLLSVGYQVPKPEVVMLEQGKEPWALQGERPRHSCPGEKLWDHNQHRKIIGYKPASSQDQKIYSGEKSYECAEFGKSFTWKSQFKVHLKVPTGEKLYVCIECGRAFVQKPEFITHQKTHMREKPYKCNECGKSFFQVSSLFRHHRIHTGEKLYECSECGKGFPYNSDLSIHEKIHTGERHHECTDCGKAFTQKSTLKIHQKIHTGERSYICIECGQAFIQKTQLIAHRRIHSGEKPYEC.... Result: 0 (no interaction).